Dataset: Full USPTO retrosynthesis dataset with 1.9M reactions from patents (1976-2016). Task: Predict the reactants needed to synthesize the given product. (1) Given the product [CH3:46][C:45]([OH:84])([C:47]1[CH:48]=[CH:49][CH:50]=[CH:51][C:52]=1[CH2:53][CH2:54][C@@H:55]([S:75][CH2:76][C:77]1([CH2:80][C:81]([O-:83])=[O:82])[CH2:78][CH2:79]1)[C:56]1[CH:57]=[CH:58][CH:59]=[C:60](/[CH:62]=[CH:63]/[C:64]2[CH:65]=[CH:66][C:67]3[CH:68]=[CH:69][C:70]([Cl:74])=[CH:71][C:72]=3[N:73]=2)[CH:61]=1)[CH3:44].[Na+:6], predict the reactants needed to synthesize it. The reactants are: CC(C)([O-])C.[Na+:6].ClC1C=C2C(C=CC(C=CC3C=C([C@@H](OS(C)(=O)=O)CCC4C=CC=CC=4CC(O)C)C=CC=3)=N2)=CC=1.[CH3:44][C:45]([OH:84])([C:47]1[CH:48]=[CH:49][CH:50]=[CH:51][C:52]=1[CH2:53][CH2:54][C@@H:55]([S:75][CH2:76][C:77]1([CH2:80][C:81]([OH:83])=[O:82])[CH2:79][CH2:78]1)[C:56]1[CH:57]=[CH:58][CH:59]=[C:60](/[CH:62]=[CH:63]/[C:64]2[CH:65]=[CH:66][C:67]3[CH:68]=[CH:69][C:70]([Cl:74])=[CH:71][C:72]=3[N:73]=2)[CH:61]=1)[CH3:46]. (2) Given the product [S:34]1[C:30]2[CH:29]=[CH:28][C:27]([CH:37]([C:38]([O:40][CH2:41][CH3:42])=[O:39])[C:36]([O:44][CH2:45][CH3:46])=[O:43])=[CH:35][C:31]=2[CH:32]=[CH:33]1, predict the reactants needed to synthesize it. The reactants are: C(P(C(C)(C)C)C(C)(C)C)(C)(C)C.CCCCCC.C(=O)([O-])[O-].[Cs+].[Cs+].Br[C:27]1[CH:28]=[CH:29][C:30]2[S:34][CH:33]=[CH:32][C:31]=2[CH:35]=1.[C:36]([O:44][CH2:45][CH3:46])(=[O:43])[CH2:37][C:38]([O:40][CH2:41][CH3:42])=[O:39].Cl. (3) Given the product [C:4]([C:6]1[N:7]=[C:8]2[N:13]([C:14](=[O:18])[C:15]=1[O:16][CH3:17])[CH2:12][CH2:11][O:10][C:9]2([CH3:19])[CH3:20])(=[O:5])[CH3:22], predict the reactants needed to synthesize it. The reactants are: CON(C)[C:4]([C:6]1[N:7]=[C:8]2[N:13]([C:14](=[O:18])[C:15]=1[O:16][CH3:17])[CH2:12][CH2:11][O:10][C:9]2([CH3:20])[CH3:19])=[O:5].[CH3:22][Mg+].[Br-]. (4) Given the product [CH:3]1([N:9]([C:10]2[CH:15]=[CH:14][C:13]([N+:16]([O-:18])=[O:17])=[CH:12][N:11]=2)[CH3:19])[CH2:4][CH2:5][CH2:6][CH2:7][CH2:8]1, predict the reactants needed to synthesize it. The reactants are: [H-].[Na+].[CH:3]1([NH:9][C:10]2[CH:15]=[CH:14][C:13]([N+:16]([O-:18])=[O:17])=[CH:12][N:11]=2)[CH2:8][CH2:7][CH2:6][CH2:5][CH2:4]1.[CH3:19]I. (5) The reactants are: [NH2:1][C:2]1[N:7]=[CH:6][C:5]([C:8]2[CH:16]=[CH:15][C:11]([C:12]([OH:14])=O)=[CH:10][CH:9]=2)=[CH:4][C:3]=1[O:17][CH2:18][C:19]1[C:24]([F:25])=[CH:23][CH:22]=[CH:21][C:20]=1[F:26].[N:27]1([CH2:32][C@@H:33]2[CH2:37][CH2:36][CH2:35][NH:34]2)[CH2:31][CH2:30][CH2:29][CH2:28]1. Given the product [NH2:1][C:2]1[N:7]=[CH:6][C:5]([C:8]2[CH:9]=[CH:10][C:11]([C:12]([N:34]3[CH2:35][CH2:36][CH2:37][C@H:33]3[CH2:32][N:27]3[CH2:31][CH2:30][CH2:29][CH2:28]3)=[O:14])=[CH:15][CH:16]=2)=[CH:4][C:3]=1[O:17][CH2:18][C:19]1[C:20]([F:26])=[CH:21][CH:22]=[CH:23][C:24]=1[F:25], predict the reactants needed to synthesize it. (6) Given the product [CH3:27][O:26][C:14]1[CH:15]=[C:16]([N:19]2[CH2:24][CH2:23][N:22]([CH3:25])[CH2:21][CH2:20]2)[CH:17]=[CH:18][C:13]=1[NH:12][C:10]1[N:11]=[C:6]([O:5][C:4]2[CH:3]=[C:2]([NH:1][C:40](=[O:39])[CH:41]=[CH2:42])[CH:33]=[CH:32][CH:31]=2)[C:7]2[S:30][CH:29]=[CH:28][C:8]=2[N:9]=1, predict the reactants needed to synthesize it. The reactants are: [NH2:1][C:2]1[CH:3]=[C:4]([CH:31]=[CH:32][CH:33]=1)[O:5][C:6]1[C:7]2[S:30][CH:29]=[CH:28][C:8]=2[N:9]=[C:10]([NH:12][C:13]2[CH:18]=[CH:17][C:16]([N:19]3[CH2:24][CH2:23][N:22]([CH3:25])[CH2:21][CH2:20]3)=[CH:15][C:14]=2[O:26][CH3:27])[N:11]=1.C([O-])(O)=O.[Na+].[O:39]1C[CH2:42][CH2:41][CH2:40]1.C(Cl)(=O)C=C. (7) The reactants are: [CH2:1]([OH:5])[CH2:2][CH2:3][CH3:4].CS([C:10]1[N:15]=[C:14]([CH3:16])[C:13]([C:17]([O:19][CH2:20][CH3:21])=[O:18])=[CH:12][N:11]=1)(=O)=O.C(N(CC)CC)C. Given the product [CH2:1]([O:5][C:10]1[N:15]=[C:14]([CH3:16])[C:13]([C:17]([O:19][CH2:20][CH3:21])=[O:18])=[CH:12][N:11]=1)[CH2:2][CH2:3][CH3:4], predict the reactants needed to synthesize it.